From a dataset of Catalyst prediction with 721,799 reactions and 888 catalyst types from USPTO. Predict which catalyst facilitates the given reaction. (1) The catalyst class is: 4. Reactant: [Cl:1][CH2:2][CH2:3][O:4][CH2:5][C:6]([OH:8])=O.S(Cl)(Cl)=O.[CH3:13]N(C)C=O.[NH2:18][C:19]1[CH:28]=[CH:27][C:22]([C:23]([O:25][CH3:26])=[O:24])=[CH:21][CH:20]=1.N1C=CC=CC=1. Product: [Cl:1][CH2:2][CH2:3][O:4][CH2:5][C:6]([NH:18][C:19]1[CH:20]=[CH:21][C:22]([C:23]([O:25][CH2:26][CH3:13])=[O:24])=[CH:27][CH:28]=1)=[O:8]. (2) Reactant: C(O)(C(F)(F)F)=O.C(OC([N:15]1[CH2:20][C@@H:19]2[CH2:21][C@H:16]1[CH2:17][N:18]2[S:22]([CH3:25])(=[O:24])=[O:23])=O)(C)(C)C. Product: [CH3:25][S:22]([N:18]1[CH2:17][C@@H:16]2[CH2:21][C@H:19]1[CH2:20][NH:15]2)(=[O:23])=[O:24]. The catalyst class is: 2. (3) Reactant: [ClH:1].Cl.C[C@H]1N[C@@H](C)CN([CH2:11][C@@H:12]([C:24]2([OH:30])[CH2:29][CH2:28][CH2:27][CH2:26][CH2:25]2)[C:13]2[CH:18]=[CH:17][CH:16]=[C:15]([O:19][C:20]([F:23])([F:22])[F:21])[CH:14]=2)C1.[CH3:31][C@H:32]1[NH:37][C@@H:36]([CH3:38])[CH2:35][N:34](C(=O)[C@@H](C2(O)CCCCC2)C2C=CC=C(OC(F)(F)F)C=2)[CH2:33]1. Product: [ClH:1].[ClH:1].[CH3:38][C@H:36]1[NH:37][C@@H:32]([CH3:31])[CH2:33][N:34]([CH:25]2[CH2:26][CH2:27][CH2:28][CH2:29][C@@:24]2([CH:12]([C:13]2[CH:18]=[CH:17][CH:16]=[C:15]([O:19][C:20]([F:21])([F:23])[F:22])[CH:14]=2)[CH3:11])[OH:30])[CH2:35]1. The catalyst class is: 5.